Predict the reactants needed to synthesize the given product. From a dataset of Full USPTO retrosynthesis dataset with 1.9M reactions from patents (1976-2016). (1) The reactants are: C(N(CC)CC)C.F[B-](F)(F)F.[C:13]1(=[O:27])[N:17](OC(N(C)C)=[N+](C)C)[C:16](=[O:26])[CH2:15][CH2:14]1.[CH:28]([C:30]1[CH:38]=[CH:37][C:33]([C:34]([OH:36])=[O:35])=[CH:32][CH:31]=1)=[O:29]. Given the product [O:26]=[C:16]1[CH2:15][CH2:14][C:13](=[O:27])[N:17]1[O:35][C:34](=[O:36])[C:33]1[CH:37]=[CH:38][C:30]([CH:28]=[O:29])=[CH:31][CH:32]=1, predict the reactants needed to synthesize it. (2) Given the product [NH:1]1[C:9]2[C:4](=[CH:5][CH:6]=[CH:7][CH:8]=2)[CH:3]=[C:2]1[C:10]1[O:11][CH:25]=[N:24][CH:23]=1, predict the reactants needed to synthesize it. The reactants are: [NH:1]1[C:9]2[C:4](=[CH:5][CH:6]=[CH:7][CH:8]=2)[CH:3]=[C:2]1[CH:10]=[O:11].CO.C1(C)C=CC(S([CH2:23][N+:24]#[C-:25])(=O)=O)=CC=1.C(=O)([O-])[O-].[K+].[K+]. (3) Given the product [CH:23]1([C:26]([NH:2][CH2:3][C:4]2[CH:12]=[CH:11][CH:10]=[C:9]3[C:5]=2[C:6](=[O:22])[N:7]([CH:14]2[CH2:19][CH2:18][C:17](=[O:20])[NH:16][C:15]2=[O:21])[C:8]3=[O:13])=[O:27])[CH2:25][CH2:24]1, predict the reactants needed to synthesize it. The reactants are: Cl.[NH2:2][CH2:3][C:4]1[CH:12]=[CH:11][CH:10]=[C:9]2[C:5]=1[C:6](=[O:22])[N:7]([CH:14]1[CH2:19][CH2:18][C:17](=[O:20])[NH:16][C:15]1=[O:21])[C:8]2=[O:13].[CH:23]1([C:26](Cl)=[O:27])[CH2:25][CH2:24]1.C(N(C(C)C)CC)(C)C. (4) The reactants are: [Br:1][C:2]1[CH:3]=[C:4]([F:15])[C:5]([F:14])=[C:6]2[C:11]=1[O:10][CH2:9][CH2:8][C:7]2=[N:12]O. Given the product [Br:1][C:2]1[CH:3]=[C:4]([F:15])[C:5]([F:14])=[C:6]2[C:11]=1[O:10][CH2:9][CH2:8][CH:7]2[NH2:12], predict the reactants needed to synthesize it. (5) Given the product [CH2:13]([C:17]1[N:18]=[C:19]([CH2:48][CH2:49][CH3:50])[N:20]([C:39]2[CH:40]=[CH:41][C:42]3[O:46][CH2:45][CH2:44][C:43]=3[CH:47]=2)[C:21](=[O:38])[C:22]=1[CH2:23][C:24]1[CH:25]=[CH:26][C:27]([C:30]2[CH:35]=[CH:34][CH:33]=[CH:32][C:31]=2[C:36]2[NH:3][C:4](=[O:7])[O:5][N:37]=2)=[CH:28][CH:29]=1)[CH2:14][CH2:15][CH3:16], predict the reactants needed to synthesize it. The reactants are: [Cl-].O[NH3+:3].[C:4](=[O:7])([O-])[OH:5].[Na+].CS(C)=O.[CH2:13]([C:17]1[N:18]=[C:19]([CH2:48][CH2:49][CH3:50])[N:20]([C:39]2[CH:40]=[CH:41][C:42]3[O:46][CH2:45][CH2:44][C:43]=3[CH:47]=2)[C:21](=[O:38])[C:22]=1[CH2:23][C:24]1[CH:29]=[CH:28][C:27]([C:30]2[C:31]([C:36]#[N:37])=[CH:32][CH:33]=[CH:34][CH:35]=2)=[CH:26][CH:25]=1)[CH2:14][CH2:15][CH3:16].